Dataset: Full USPTO retrosynthesis dataset with 1.9M reactions from patents (1976-2016). Task: Predict the reactants needed to synthesize the given product. (1) Given the product [CH3:20][O:19][C:14]1[CH:15]=[CH:16][CH:17]=[CH:18][C:13]=1[O:12][C:7]1[C:6]([OH:21])=[N:24][C:23]([C:26]2[CH:31]=[CH:30][N:29]=[CH:28][CH:27]=2)=[N:25][C:8]=1[OH:10].[CH3:20][O:19][C:14]1[CH:15]=[CH:16][CH:17]=[CH:18][C:13]=1[O:12][CH:7]1[C:6](=[O:5])[NH:24][CH:23]([C:26]2[CH:31]=[CH:30][N:29]=[CH:28][CH:27]=2)[NH:25][C:8]1=[O:9], predict the reactants needed to synthesize it. The reactants are: C[O-].[Na+].C[O:5][C:6](=[O:21])[CH:7]([O:12][C:13]1[CH:18]=[CH:17][CH:16]=[CH:15][C:14]=1[O:19][CH3:20])[C:8]([O:10]C)=[O:9].Cl.[C:23]([C:26]1[CH:31]=[CH:30][N:29]=[CH:28][CH:27]=1)(=[NH:25])[NH2:24]. (2) Given the product [Cl:1][C:2]1[CH:3]=[C:4]([C:12]2[N:17]=[C:16]([NH2:18])[N:15]=[C:14]([NH:19][CH2:20][C:21]([F:24])([F:23])[F:22])[CH:13]=2)[CH:5]=[CH:6][CH:7]=1, predict the reactants needed to synthesize it. The reactants are: [Cl:1][C:2]1[CH:3]=[C:4](B(O)O)[CH:5]=[CH:6][CH:7]=1.Cl[C:12]1[N:17]=[C:16]([NH2:18])[N:15]=[C:14]([NH:19][CH2:20][C:21]([F:24])([F:23])[F:22])[CH:13]=1. (3) The reactants are: [C:1]([OH:7])(=O)[CH2:2][C:3]([OH:5])=[O:4].[CH2:8]([K])[CH3:9].[Mg+2].[Cl-].[Cl-].[CH3:14][O:15][C:16]([N:18]1[CH2:23][CH2:22][CH:21]([C:24]([OH:26])=O)[CH2:20][CH:19]1[C:27]1[CH:32]=[CH:31][C:30]([C:33]([F:36])([F:35])[F:34])=[C:29]([CH3:37])[CH:28]=1)=[O:17].C(N1C=CN=C1)(N1[CH:44]=[CH:43]N=C1)=O. Given the product [CH2:8]([O:5][C:3](=[O:4])[CH2:2][C:1]([C@@H:21]1[CH2:22][CH2:23][N:18]([C:16]([O:15][CH3:14])=[O:17])[C@@H:19]([C:27]2[CH:32]=[CH:31][C:30]([C:33]([F:34])([F:35])[F:36])=[C:29]([CH3:37])[CH:28]=2)[CH2:20]1)=[O:7])[CH3:9].[CH2:43]([O:5][C:3](=[O:4])[CH2:2][C:24]([C@H:21]1[CH2:22][CH2:23][N:18]([C:16]([O:15][CH3:14])=[O:17])[C@@H:19]([C:27]2[CH:32]=[CH:31][C:30]([C:33]([F:35])([F:36])[F:34])=[C:29]([CH3:37])[CH:28]=2)[CH2:20]1)=[O:26])[CH3:44], predict the reactants needed to synthesize it. (4) Given the product [C:1]([O:5][C:6]([N:8]1[CH2:9][CH2:10][CH:11]([C:12]([S:37][CH2:36][CH2:35][CH2:34][C:31]2[CH:32]=[CH:33][N:28]=[CH:29][CH:30]=2)=[O:14])[CH2:15][CH2:16]1)=[O:7])([CH3:2])([CH3:3])[CH3:4], predict the reactants needed to synthesize it. The reactants are: [C:1]([O:5][C:6]([N:8]1[CH2:16][CH2:15][CH:11]([C:12]([OH:14])=O)[CH2:10][CH2:9]1)=[O:7])([CH3:4])([CH3:3])[CH3:2].CCN=C=NCCCN(C)C.[N:28]1[CH:33]=[CH:32][C:31]([CH2:34][CH2:35][CH2:36][SH:37])=[CH:30][CH:29]=1. (5) Given the product [N:16]1([C:2]2[C:11]3[C:6](=[CH:7][C:8]([C:12]([F:15])([F:14])[F:13])=[CH:9][CH:10]=3)[N:5]=[CH:4][CH:3]=2)[CH2:21][CH2:20][NH:19][CH2:18][CH2:17]1, predict the reactants needed to synthesize it. The reactants are: Cl[C:2]1[C:11]2[C:6](=[CH:7][C:8]([C:12]([F:15])([F:14])[F:13])=[CH:9][CH:10]=2)[N:5]=[CH:4][CH:3]=1.[NH:16]1[CH2:21][CH2:20][NH:19][CH2:18][CH2:17]1.C(O)(=O)C. (6) Given the product [CH:34]12[CH2:36][CH:37]([CH2:38][CH2:39]1)[CH2:33][CH:32]2[NH:31][C:29]1[S:30][C:26]([C:45]2[CH:46]=[CH:47][C:48]([C:49]#[N:50])=[CH:51][CH:52]=2)([CH3:25])[C:27](=[O:44])[N:28]=1, predict the reactants needed to synthesize it. The reactants are: C12CC(CC1)CC2NC1SC(C)C(=O)N=1.BrC1C=CC(C#N)=CC=1.[CH3:25][C:26]1([C:45]2[CH:52]=[CH:51][C:48]([C:49]#[N:50])=[CH:47][CH:46]=2)[S:30][C:29]([NH:31][C@H:32]([C:34]2[CH:39]=[CH:38][CH:37]=[CH:36]C=2C(F)(F)F)[CH3:33])=[N:28][C:27]1=[O:44]. (7) The reactants are: [NH2:1][C@@H:2]([C:5]([OH:7])=[O:6])[CH2:3][OH:4].C[Si](Cl)(C)C.[C:13](Cl)([C:26]1[CH:31]=[CH:30][CH:29]=[CH:28][CH:27]=1)([C:20]1[CH:25]=[CH:24][CH:23]=[CH:22][CH:21]=1)[C:14]1[CH:19]=[CH:18][CH:17]=[CH:16][CH:15]=1. Given the product [C:13]([NH:1][C@@H:2]([C:5]([OH:7])=[O:6])[CH2:3][OH:4])([C:14]1[CH:19]=[CH:18][CH:17]=[CH:16][CH:15]=1)([C:26]1[CH:27]=[CH:28][CH:29]=[CH:30][CH:31]=1)[C:20]1[CH:21]=[CH:22][CH:23]=[CH:24][CH:25]=1, predict the reactants needed to synthesize it. (8) Given the product [NH2:1][CH2:2][CH2:3][CH2:4][O:5][CH2:6][CH2:7][CH2:8][CH2:9][O:10][CH2:11][CH2:12][CH2:13][NH:14][C:15]1[N:20]=[C:19]([O:21][CH2:22][C:23]([F:24])([F:26])[F:25])[N:18]=[C:17]([NH:27][C:28]2[CH:29]=[CH:30][C:31]([C:32]([OH:34])=[O:33])=[CH:36][CH:37]=2)[N:16]=1, predict the reactants needed to synthesize it. The reactants are: [NH2:1][CH2:2][CH2:3][CH2:4][O:5][CH2:6][CH2:7][CH2:8][CH2:9][O:10][CH2:11][CH2:12][CH2:13][NH:14][C:15]1[N:20]=[C:19]([O:21][CH2:22][C:23]([F:26])([F:25])[F:24])[N:18]=[C:17]([NH:27][C:28]2[CH:37]=[CH:36][C:31]([C:32]([O:34]C)=[O:33])=[CH:30][CH:29]=2)[N:16]=1.C(=O)([O-])[O-].[K+].[K+].Cl. (9) Given the product [CH3:1][NH:2][CH2:3][CH2:4][C@H:5]([O:11][C:20]1[C:21]2[C:16](=[CH:15][CH:14]=[CH:13][CH:12]=2)[CH:17]=[CH:18][CH:19]=1)[C:6]1[S:7][CH:8]=[CH:9][CH:10]=1, predict the reactants needed to synthesize it. The reactants are: [CH3:1][NH:2][CH2:3][CH2:4][C@H:5]([OH:11])[C:6]1[S:7][CH:8]=[CH:9][CH:10]=1.[CH:12]1[C:21]2[C:16](=[CH:17][CH:18]=[CH:19][CH:20]=2)[CH:15]=[CH:14][CH:13]=1.